Dataset: Peptide-MHC class II binding affinity with 134,281 pairs from IEDB. Task: Regression. Given a peptide amino acid sequence and an MHC pseudo amino acid sequence, predict their binding affinity value. This is MHC class II binding data. (1) The peptide sequence is YIITPTNVSHIQSAVVSGRR. The binding affinity (normalized) is 0.769. The MHC is HLA-DPA10201-DPB11401 with pseudo-sequence HLA-DPA10201-DPB11401. (2) The peptide sequence is AAYKLAYKTAEGATP. The MHC is HLA-DPA10103-DPB10301 with pseudo-sequence HLA-DPA10103-DPB10301. The binding affinity (normalized) is 0.202. (3) The binding affinity (normalized) is 0.175. The MHC is HLA-DQA10104-DQB10503 with pseudo-sequence HLA-DQA10104-DQB10503. The peptide sequence is INELIASGSEKLASV. (4) The peptide sequence is DLKPGAAWTVYVGIV. The MHC is DRB3_0101 with pseudo-sequence DRB3_0101. The binding affinity (normalized) is 0.260.